Dataset: Full USPTO retrosynthesis dataset with 1.9M reactions from patents (1976-2016). Task: Predict the reactants needed to synthesize the given product. Given the product [NH2:8][C@H:9]([CH2:38][C:39]1[CH:44]=[C:43]([F:45])[C:42]([F:46])=[CH:41][C:40]=1[F:47])[CH2:10][C:11]([N:13]1[CH2:17][CH2:16][S:15][C@H:14]1[C:18]([NH:20][CH2:21][C:22]1[CH:27]=[CH:26][C:25]([NH:28][C@@H:29]([CH:35]([CH3:37])[CH3:36])[C:30]([OH:32])=[O:31])=[CH:24][CH:23]=1)=[O:19])=[O:12], predict the reactants needed to synthesize it. The reactants are: C(OC([NH:8][C@H:9]([CH2:38][C:39]1[CH:44]=[C:43]([F:45])[C:42]([F:46])=[CH:41][C:40]=1[F:47])[CH2:10][C:11]([N:13]1[CH2:17][CH2:16][S:15][C@H:14]1[C:18]([NH:20][CH2:21][C:22]1[CH:27]=[CH:26][C:25]([NH:28][C@@H:29]([CH:35]([CH3:37])[CH3:36])[C:30]([O:32]CC)=[O:31])=[CH:24][CH:23]=1)=[O:19])=[O:12])=O)(C)(C)C.Cl.O1CCOCC1.